From a dataset of Forward reaction prediction with 1.9M reactions from USPTO patents (1976-2016). Predict the product of the given reaction. Given the reactants [NH:1]([C:3]([O:5][C:6]([CH3:9])([CH3:8])[CH3:7])=[O:4])[NH2:2].[C:10]1([S:16]([CH:19]=[CH2:20])(=[O:18])=[O:17])[CH:15]=[CH:14][CH:13]=[CH:12][CH:11]=1, predict the reaction product. The product is: [C:10]1([S:16]([CH2:19][CH2:20][NH:2][NH:1][C:3]([O:5][C:6]([CH3:9])([CH3:8])[CH3:7])=[O:4])(=[O:18])=[O:17])[CH:15]=[CH:14][CH:13]=[CH:12][CH:11]=1.